From a dataset of Forward reaction prediction with 1.9M reactions from USPTO patents (1976-2016). Predict the product of the given reaction. (1) Given the reactants [CH3:1][O:2][C:3]1[CH:8]=[C:7]([N+:9]([O-])=O)[CH:6]=[CH:5][C:4]=1[S:12]([N:15]([CH3:25])[CH2:16][CH2:17][CH2:18][N:19]1[CH2:24][CH2:23][O:22][CH2:21][CH2:20]1)(=[O:14])=[O:13], predict the reaction product. The product is: [NH2:9][C:7]1[CH:6]=[CH:5][C:4]([S:12]([N:15]([CH3:25])[CH2:16][CH2:17][CH2:18][N:19]2[CH2:24][CH2:23][O:22][CH2:21][CH2:20]2)(=[O:13])=[O:14])=[C:3]([O:2][CH3:1])[CH:8]=1. (2) Given the reactants [CH3:1][C:2]([N:5]1[C:9]2[NH:10][C:11](=O)[CH:12]=[C:13]([C:14]([OH:16])=[O:15])[C:8]=2[C:7]([CH3:18])=[N:6]1)([CH3:4])[CH3:3].P(Cl)(Cl)([Cl:21])=O, predict the reaction product. The product is: [Cl:21][C:11]1[CH:12]=[C:13]([C:14]([OH:16])=[O:15])[C:8]2[C:7]([CH3:18])=[N:6][N:5]([C:2]([CH3:4])([CH3:3])[CH3:1])[C:9]=2[N:10]=1. (3) Given the reactants [Br:1][C:2]1[CH:7]=[C:6]([F:8])[CH:5]=[CH:4][C:3]=1[CH:9]1[CH2:14][C:13](=[O:15])[CH:12]=[C:11]([OH:16])[CH2:10]1.[C:17](OC(=O)C)(=[O:19])[CH3:18].CCN(CC)CC, predict the reaction product. The product is: [Br:1][C:2]1[CH:7]=[C:6]([F:8])[CH:5]=[CH:4][C:3]=1[CH:9]1[CH2:10][C:11](=[O:16])[C:12](=[C:17]([OH:19])[CH3:18])[C:13](=[O:15])[CH2:14]1.